Dataset: NCI-60 drug combinations with 297,098 pairs across 59 cell lines. Task: Regression. Given two drug SMILES strings and cell line genomic features, predict the synergy score measuring deviation from expected non-interaction effect. (1) Drug 1: CN(CCCl)CCCl.Cl. Drug 2: C1CC(=O)NC(=O)C1N2C(=O)C3=CC=CC=C3C2=O. Cell line: HL-60(TB). Synergy scores: CSS=39.2, Synergy_ZIP=1.24, Synergy_Bliss=-0.357, Synergy_Loewe=-33.4, Synergy_HSA=-3.04. (2) Drug 1: C#CCC(CC1=CN=C2C(=N1)C(=NC(=N2)N)N)C3=CC=C(C=C3)C(=O)NC(CCC(=O)O)C(=O)O. Drug 2: CC12CCC3C(C1CCC2OP(=O)(O)O)CCC4=C3C=CC(=C4)OC(=O)N(CCCl)CCCl.[Na+]. Cell line: T-47D. Synergy scores: CSS=7.04, Synergy_ZIP=0.565, Synergy_Bliss=0.176, Synergy_Loewe=-4.90, Synergy_HSA=-4.44. (3) Drug 1: CC1C(C(CC(O1)OC2CC(CC3=C2C(=C4C(=C3O)C(=O)C5=C(C4=O)C(=CC=C5)OC)O)(C(=O)CO)O)N)O.Cl. Drug 2: CC1C(C(CC(O1)OC2CC(CC3=C2C(=C4C(=C3O)C(=O)C5=C(C4=O)C(=CC=C5)OC)O)(C(=O)CO)O)N)O.Cl. Cell line: HCT116. Synergy scores: CSS=47.2, Synergy_ZIP=-5.78, Synergy_Bliss=-6.08, Synergy_Loewe=-1.61, Synergy_HSA=-0.711.